Dataset: Reaction yield outcomes from USPTO patents with 853,638 reactions. Task: Predict the reaction yield, written as a fraction of the theoretical maximum amount of product (1.0 means a 100% yield; for example, 0.34 means a 34% yield). (1) The reactants are [OH:1][C:2]1[C:3]([CH2:15][CH:16]=[C:17]([CH3:20])[CH2:18][OH:19])=[C:4]([O:13][CH3:14])[C:5]([CH3:12])=[C:6]2[C:10]=1[C:9](=[O:11])[O:8][CH2:7]2.Br[CH2:22][P:23](=[O:32])([O:28][CH:29]([CH3:31])[CH3:30])[O:24][CH:25]([CH3:27])[CH3:26].CC(C)([O-])C.[Li+]. The catalyst is CN(C=O)C. The product is [CH:29]([O:28][P:23]([CH2:22][O:19][CH2:18][C:17]([CH3:20])=[CH:16][CH2:15][C:3]1[C:2]([OH:1])=[C:10]2[C:6](=[C:5]([CH3:12])[C:4]=1[O:13][CH3:14])[CH2:7][O:8][C:9]2=[O:11])(=[O:32])[O:24][CH:25]([CH3:27])[CH3:26])([CH3:31])[CH3:30]. The yield is 0.320. (2) The product is [CH3:22][C:23]1[CH:24]=[CH:25][C:26]([C:27]([N:29]2[CH2:34][CH2:33][CH2:32][C@@H:31]([NH:35][C:15]([O:17][C:18]([CH3:19])([CH3:20])[CH3:21])=[O:16])[CH2:30]2)=[O:28])=[CH:36][CH:37]=1. The yield is 0.690. The reactants are C(=O)([O-])[O-].[K+].[K+].[C:15](O[C:15]([O:17][C:18]([CH3:21])([CH3:20])[CH3:19])=[O:16])([O:17][C:18]([CH3:21])([CH3:20])[CH3:19])=[O:16].[CH3:22][C:23]1[CH:37]=[CH:36][C:26]([C:27]([N:29]2[CH2:34][CH2:33][CH2:32][C@@H:31]([NH2:35])[CH2:30]2)=[O:28])=[CH:25][CH:24]=1.[Cl-].[Na+]. The catalyst is ClC1C=CC=CC=1.